Dataset: Reaction yield outcomes from USPTO patents with 853,638 reactions. Task: Predict the reaction yield, written as a fraction of the theoretical maximum amount of product (1.0 means a 100% yield; for example, 0.34 means a 34% yield). (1) The product is [C:1]([O:5][C:6]([N:8]1[CH2:12][C@@H:11]([O:13][C:14]2[CH:15]=[CH:16][CH:17]=[CH:18][CH:19]=2)[CH2:10][C@H:9]1[CH:20]=[O:21])=[O:7])([CH3:4])([CH3:3])[CH3:2]. The yield is 0.930. The reactants are [C:1]([O:5][C:6]([N:8]1[CH2:12][C@@H:11]([O:13][C:14]2[CH:19]=[CH:18][CH:17]=[CH:16][CH:15]=2)[CH2:10][C@H:9]1[CH2:20][OH:21])=[O:7])([CH3:4])([CH3:3])[CH3:2].CCN(CC)CC.CS(C)=O. The catalyst is C(Cl)Cl. (2) The reactants are C([N:8]1[CH2:12][C@H:11]([C:13]2[CH:18]=[CH:17][C:16]([Cl:19])=[C:15]([Cl:20])[CH:14]=2)[C@@H:10]([C:21]([O:23][CH3:24])=[O:22])[CH2:9]1)C1C=CC=CC=1.CC(Cl)OC(Cl)=O. The catalyst is C(#N)C. The product is [ClH:19].[Cl:20][C:15]1[CH:14]=[C:13]([C@H:11]2[CH2:12][NH:8][CH2:9][C@@H:10]2[C:21]([O:23][CH3:24])=[O:22])[CH:18]=[CH:17][C:16]=1[Cl:19]. The yield is 0.980. (3) The reactants are [OH:1][C:2]1[CH:7]=[CH:6][C:5]([C:8]([N:10]2[CH2:15][CH2:14][C:13]3([O:20][C:19]4[CH:21]=[CH:22][CH:23]=[CH:24][C:18]=4[N:17]4[CH:25]=[CH:26][CH:27]=[C:16]34)[CH2:12][CH2:11]2)=[O:9])=[CH:4][C:3]=1[O:28][CH3:29].[I-].[Na+].C([O-])([O-])=O.[Cs+].[Cs+].Br[CH2:39][C:40]([O:42][CH3:43])=[O:41]. The catalyst is ClCCCl. The product is [CH3:29][O:28][C:3]1[CH:4]=[C:5]([C:8]([N:10]2[CH2:11][CH2:12][C:13]3([O:20][C:19]4[CH:21]=[CH:22][CH:23]=[CH:24][C:18]=4[N:17]4[CH:25]=[CH:26][CH:27]=[C:16]34)[CH2:14][CH2:15]2)=[O:9])[CH:6]=[CH:7][C:2]=1[O:1][CH2:39][C:40]([O:42][CH3:43])=[O:41]. The yield is 0.590.